The task is: Predict the reactants needed to synthesize the given product.. This data is from Full USPTO retrosynthesis dataset with 1.9M reactions from patents (1976-2016). (1) Given the product [NH3:18].[F:21][C:11]1[C:10]2[O:9][CH2:8][C@@H:7]([CH2:6][N:32]3[CH2:33][C@@H:29]([OH:28])[C@@H:30]([CH2:34][NH:35][C:36](=[O:45])[O:37][CH2:38][C:39]4[CH:44]=[CH:43][CH:42]=[CH:41][CH:40]=4)[CH2:31]3)[N:18]3[C:19]=2[C:14]([CH:15]=[CH:16][C:17]3=[O:20])=[CH:13][CH:12]=1, predict the reactants needed to synthesize it. The reactants are: CS(O[CH2:6][C@H:7]1[N:18]2[C:19]3[C:14]([CH2:15][CH2:16][C:17]2=[O:20])=[CH:13][CH:12]=[C:11]([F:21])[C:10]=3[O:9][CH2:8]1)(=O)=O.N1C=CC=CC=1.[OH:28][C@@H:29]1[CH2:33][NH:32][CH2:31][C@@H:30]1[CH2:34][NH:35][C:36](=[O:45])[O:37][CH2:38][C:39]1[CH:44]=[CH:43][CH:42]=[CH:41][CH:40]=1. (2) The reactants are: [F:1][C:2]1[C:11]([F:12])=[CH:10][C:9]([CH:13]=O)=[C:8]2[C:3]=1[C:4](=[O:16])[CH:5]=[C:6]([CH3:15])[O:7]2.[C:17]([CH:19]=[C:20]([O-])[CH3:21])#[N:18].[Na+].[NH2:24][C:25]([CH3:35])=[CH:26][C:27](=[O:34])[CH2:28][CH2:29][CH:30]1[CH2:33][CH2:32][CH2:31]1.C(O)(=O)C. Given the product [CH:30]1([CH2:29][CH2:28][C:27]([C:26]2[CH:13]([C:9]3[CH:10]=[C:11]([F:12])[C:2]([F:1])=[C:3]4[C:8]=3[O:7][C:6]([CH3:15])=[CH:5][C:4]4=[O:16])[C:19]([C:17]#[N:18])=[C:20]([CH3:21])[NH:24][C:25]=2[CH3:35])=[O:34])[CH2:31][CH2:32][CH2:33]1, predict the reactants needed to synthesize it. (3) Given the product [CH3:18][O:19][CH2:25][CH2:26][N:15]1[CH2:16][CH2:17][CH:12]([C:3]2[CH:4]=[CH:5][CH:6]=[C:7]([S:8]([CH3:11])(=[O:10])=[O:9])[C:2]=2[CH3:1])[CH2:13][CH2:14]1, predict the reactants needed to synthesize it. The reactants are: [CH3:1][C:2]1[C:7]([S:8]([CH3:11])(=[O:10])=[O:9])=[CH:6][CH:5]=[CH:4][C:3]=1[CH:12]1[CH2:17][CH2:16][NH:15][CH2:14][CH2:13]1.[C:18](=O)([O-])[O-:19].[K+].[K+].C(Br)[CH:25]=[CH2:26]. (4) The reactants are: [C:1]([O:4][C@H:5]1[C@H:11]([O:12][C:13](=[O:15])[CH3:14])[C@@H:10]([O:16][C:17](=[O:19])[CH3:18])[C@:9]2([C:21]3[CH:26]=[CH:25][C:24]([Cl:27])=[C:23]([CH2:28][C:29]4[CH:34]=[CH:33][C:32]([OH:35])=[CH:31][CH:30]=4)[CH:22]=3)[O:20][C@@:6]1([CH2:36][O:37][C:38](=[O:40])[CH3:39])[CH2:7][O:8]2)(=[O:3])[CH3:2].Br[CH2:42][CH:43]([O:45][Si:46]([C:49]([CH3:52])([CH3:51])[CH3:50])([CH3:48])[CH3:47])[CH3:44].C(=O)([O-])[O-].[Cs+].[Cs+]. Given the product [C:1]([O:4][C@H:5]1[C@H:11]([O:12][C:13](=[O:15])[CH3:14])[C@@H:10]([O:16][C:17](=[O:19])[CH3:18])[C@:9]2([C:21]3[CH:26]=[CH:25][C:24]([Cl:27])=[C:23]([CH2:28][C:29]4[CH:30]=[CH:31][C:32]([O:35][CH2:44][CH:43]([O:45][Si:46]([C:49]([CH3:51])([CH3:50])[CH3:52])([CH3:47])[CH3:48])[CH3:42])=[CH:33][CH:34]=4)[CH:22]=3)[O:20][C@@:6]1([CH2:36][O:37][C:38](=[O:40])[CH3:39])[CH2:7][O:8]2)(=[O:3])[CH3:2], predict the reactants needed to synthesize it.